This data is from Peptide-MHC class I binding affinity with 185,985 pairs from IEDB/IMGT. The task is: Regression. Given a peptide amino acid sequence and an MHC pseudo amino acid sequence, predict their binding affinity value. This is MHC class I binding data. (1) The peptide sequence is WMRGRGRAL. The MHC is HLA-A11:01 with pseudo-sequence HLA-A11:01. The binding affinity (normalized) is 0.0847. (2) The peptide sequence is RMRGAHTNDVK. The MHC is HLA-A29:02 with pseudo-sequence HLA-A29:02. The binding affinity (normalized) is 0. (3) The peptide sequence is VAVSFVTLI. The MHC is H-2-Db with pseudo-sequence H-2-Db. The binding affinity (normalized) is 0.337. (4) The peptide sequence is WMNRLIAFA. The MHC is HLA-A02:01 with pseudo-sequence HLA-A02:01. The binding affinity (normalized) is 0.556. (5) The peptide sequence is RYSNFAWYF. The MHC is HLA-A26:02 with pseudo-sequence HLA-A26:02. The binding affinity (normalized) is 0.0847. (6) The MHC is Mamu-A02 with pseudo-sequence Mamu-A02. The binding affinity (normalized) is 0.314. The peptide sequence is GSTLGLDI. (7) The peptide sequence is IMIPNSTVL. The binding affinity (normalized) is 0.485. The MHC is H-2-Db with pseudo-sequence H-2-Db. (8) The peptide sequence is FLLAQFTSAI. The MHC is HLA-A68:01 with pseudo-sequence HLA-A68:01. The binding affinity (normalized) is 0.0693. (9) The peptide sequence is GDVELLGTT. The MHC is HLA-B44:02 with pseudo-sequence HLA-B44:02. The binding affinity (normalized) is 0.0165. (10) The peptide sequence is YVFPVIFSR. The binding affinity (normalized) is 0.0285. The MHC is Mamu-A02 with pseudo-sequence Mamu-A02.